Dataset: Full USPTO retrosynthesis dataset with 1.9M reactions from patents (1976-2016). Task: Predict the reactants needed to synthesize the given product. (1) Given the product [C:16]([O:20][C:21]([N:23]([C@@H:25]1[CH2:29][CH2:28][N:27]([S:12]([C:10]2[C:11]3[C:2]([Cl:1])=[CH:3][N:4]=[CH:5][C:6]=3[CH:7]=[CH:8][CH:9]=2)(=[O:14])=[O:13])[CH2:26]1)[CH3:24])=[O:22])([CH3:19])([CH3:17])[CH3:18].[Cl:1][C:2]1[C:11]2[C:10]([S:12]([N:56]3[CH2:57][CH2:58][C@@H:54]([NH:52][CH3:50])[CH2:55]3)(=[O:14])=[O:13])=[CH:9][CH:8]=[CH:7][C:6]=2[CH:5]=[N:4][CH:3]=1.[ClH:44], predict the reactants needed to synthesize it. The reactants are: [Cl:1][C:2]1[C:11]2[C:10]([S:12](Cl)(=[O:14])=[O:13])=[CH:9][CH:8]=[CH:7][C:6]=2[CH:5]=[N:4][CH:3]=1.[C:16]([O:20][C:21]([N:23]([C@@H:25]1[CH2:29][CH2:28][NH:27][CH2:26]1)[CH3:24])=[O:22])([CH3:19])([CH3:18])[CH3:17].BrC1C2C(S([Cl:44])(=O)=O)=CC=CC=2C=NC=1.C(O[C:50]([N:52]([C@H:54]1[CH2:58][CH2:57][NH:56][CH2:55]1)C)=O)(C)(C)C. (2) The reactants are: [C:1]([Si:5]([O:8]/[C:9](/[C:12]1[CH:17]=[CH:16][CH:15]=[C:14](Cl)[CH:13]=1)=[CH:10]\[CH3:11])([CH3:7])[CH3:6])([CH3:4])([CH3:3])[CH3:2].[Br:19]CCC(C1C=CC=CC=1)=O.[Si](OS(C(F)(F)F)(=O)=O)(C(C)(C)C)(C)C.CCN(CC)CC. Given the product [C:1]([Si:5]([O:8]/[C:9](/[C:12]1[CH:17]=[CH:16][CH:15]=[C:14]([Br:19])[CH:13]=1)=[CH:10]\[CH3:11])([CH3:7])[CH3:6])([CH3:4])([CH3:3])[CH3:2], predict the reactants needed to synthesize it. (3) Given the product [C:25]([O:29][C:30](=[O:37])[CH2:31][C@H:32]([NH:36][S:21]([C:13]1[CH:14]=[CH:15][C:16]([N+:18]([O-:20])=[O:19])=[CH:17][C:12]=1[O:11][CH2:4][C:5]1[CH:10]=[CH:9][CH:8]=[CH:7][CH:6]=1)(=[O:23])=[O:22])[C:33]([NH2:35])=[O:34])([CH3:28])([CH3:26])[CH3:27], predict the reactants needed to synthesize it. The reactants are: C(Cl)Cl.[CH2:4]([O:11][C:12]1[CH:17]=[C:16]([N+:18]([O-:20])=[O:19])[CH:15]=[CH:14][C:13]=1[S:21](Cl)(=[O:23])=[O:22])[C:5]1[CH:10]=[CH:9][CH:8]=[CH:7][CH:6]=1.[C:25]([O:29][C:30](=[O:37])[CH2:31][C@H:32]([NH2:36])[C:33]([NH2:35])=[O:34])([CH3:28])([CH3:27])[CH3:26].N1C=CC=CC=1. (4) Given the product [NH2:16][C:17]([C:21]1[CH:26]=[CH:25][C:24]([C:27]([F:29])([F:30])[CH3:28])=[CH:23][CH:22]=1)=[CH:18][C:19]([NH2:20])=[S:8], predict the reactants needed to synthesize it. The reactants are: C1(P(C2C=CC=CC=2)(S)=[S:8])C=CC=CC=1.[NH2:16][C:17]([C:21]1[CH:26]=[CH:25][C:24]([C:27]([F:30])([F:29])[CH3:28])=[CH:23][CH:22]=1)=[CH:18][C:19]#[N:20]. (5) The reactants are: [Cl:1][C:2]1[CH:17]=[CH:16][C:5]([O:6][C:7]2[CH:15]=[CH:14][C:10]([C:11]([NH2:13])=[O:12])=[CH:9][CH:8]=2)=[CH:4][C:3]=1[C:18]([F:21])([F:20])[F:19].C[Si](C)(C)[N-][Si](C)(C)C.[Li+].[CH3:32][S:33](Cl)(=[O:35])=[O:34]. Given the product [Cl:1][C:2]1[CH:17]=[CH:16][C:5]([O:6][C:7]2[CH:8]=[CH:9][C:10]([C:11]([NH:13][S:33]([CH3:32])(=[O:35])=[O:34])=[O:12])=[CH:14][CH:15]=2)=[CH:4][C:3]=1[C:18]([F:19])([F:20])[F:21], predict the reactants needed to synthesize it.